Task: Predict the product of the given reaction.. Dataset: Forward reaction prediction with 1.9M reactions from USPTO patents (1976-2016) (1) Given the reactants [F:1][C:2]([F:11])([F:10])[C:3]1[C:4]([NH2:9])=[N:5][CH:6]=[CH:7][CH:8]=1.ClC1C=C(Cl)C=C(Cl)C=1[C:21](C1C(Cl)=CC(Cl)=CC=1Cl)([C:25]([O-])=[O:26])[C:22]([O-])=[O:23], predict the reaction product. The product is: [OH:26][C:25]1[N:9]=[C:4]2[C:3]([C:2]([F:1])([F:10])[F:11])=[CH:8][CH:7]=[CH:6][N:5]2[C:22](=[O:23])[CH:21]=1. (2) Given the reactants Br[C:2]1[CH:3]=[C:4]([CH:10]=[O:11])[S:5][C:6]=1[N+:7]([O-:9])=[O:8].[NH:12]1[C:16](B(O)O)=[CH:15][CH:14]=[N:13]1.C(O)CO.CCOCC, predict the reaction product. The product is: [N+:7]([C:6]1[S:5][C:4]([CH:10]=[O:11])=[CH:3][C:2]=1[C:16]1[CH:15]=[CH:14][NH:13][N:12]=1)([O-:9])=[O:8]. (3) The product is: [CH3:17][N:3]1[C:11]2[CH:10]=[CH:9][CH:8]=[C:7]([C:12]([O:14][CH3:15])=[O:13])[C:6]=2[CH:5]=[CH:4]1. Given the reactants [H-].[Na+].[NH:3]1[C:11]2[CH:10]=[CH:9][CH:8]=[C:7]([C:12]([O:14][CH3:15])=[O:13])[C:6]=2[CH:5]=[CH:4]1.I[CH3:17], predict the reaction product. (4) Given the reactants [CH3:1][O:2][C:3](=[O:11])[C:4](=[CH2:10])[CH2:5][C:6](OC)=[O:7].[NH3:12], predict the reaction product. The product is: [O:7]=[C:6]1[NH:12][CH2:10][CH:4]([C:3]([O:2][CH3:1])=[O:11])[CH2:5]1. (5) The product is: [CH2:1]([NH:9][C:10]1[N:15]=[C:14]([N:16]2[C:25]3[N:24]=[C:23]([C:26]4[CH:31]=[CH:30][CH:29]=[CH:28][CH:27]=4)[C:22]([CH:32]([OH:34])[CH3:33])=[CH:21][C:20]=3[CH2:19][CH2:18][CH2:17]2)[CH:13]=[CH:12][N:11]=1)[CH2:2][C:3]1[CH:8]=[CH:7][CH:6]=[CH:5][CH:4]=1. Given the reactants [CH2:1]([NH:9][C:10]1[N:15]=[C:14]([N:16]2[C:25]3[N:24]=[C:23]([C:26]4[CH:31]=[CH:30][CH:29]=[CH:28][CH:27]=4)[C:22]([C:32](=[O:34])[CH3:33])=[CH:21][C:20]=3[CH2:19][CH2:18][CH2:17]2)[CH:13]=[CH:12][N:11]=1)[CH2:2][C:3]1[CH:8]=[CH:7][CH:6]=[CH:5][CH:4]=1.[BH4-].[Na+], predict the reaction product. (6) Given the reactants [OH:1][C:2]1[CH:7]=[CH:6][CH:5]=[CH:4][C:3]=1[C:8](=[O:10])[CH3:9].[C:11]1(=O)[CH2:15][CH2:14][CH2:13][CH2:12]1.[C:17]1(=O)CCCCC1, predict the reaction product. The product is: [CH3:17][C:5]1[CH:4]=[C:3]2[C:2](=[CH:7][CH:6]=1)[O:1][C:11]1([CH2:15][CH2:14][CH2:13][CH2:12]1)[CH2:9][C:8]2=[O:10].